Task: Predict the reactants needed to synthesize the given product.. Dataset: Full USPTO retrosynthesis dataset with 1.9M reactions from patents (1976-2016) Given the product [F:45][C@@H:43]1[CH2:42][N:41]([C:46]([O:48][C:49]([CH3:52])([CH3:51])[CH3:50])=[O:47])[C@@H:40]([C:38]2[NH:30][C:29](=[O:31])[C:32]3[O:33][C:34]4[CH:56]=[CH:55][C:54]([O:57][CH3:58])=[CH:53][C:35]=4[C:36]=3[N:37]=2)[CH2:44]1, predict the reactants needed to synthesize it. The reactants are: BrC1C=CC2OC3C(=O)NC(C4CCN(C(OC(C)(C)C)=O)CC4)=NC=3C=2C=1.[C:29]([C:32]1[O:33][C:34]2[CH:56]=[CH:55][C:54]([O:57][CH3:58])=[CH:53][C:35]=2[C:36]=1[NH:37][C:38]([C@H:40]1[CH2:44][C@H:43]([F:45])[CH2:42][N:41]1[C:46]([O:48][C:49]([CH3:52])([CH3:51])[CH3:50])=[O:47])=O)(=[O:31])[NH2:30].BrC1C=CC2OC(C(=O)N)=C(NC(C3CCN(C(OC(C)(C)C)=O)CC3)=O)C=2C=1.